This data is from Catalyst prediction with 721,799 reactions and 888 catalyst types from USPTO. The task is: Predict which catalyst facilitates the given reaction. (1) Reactant: [N:1]1([C:7]([O:9][C:10]([CH3:13])([CH3:12])[CH3:11])=[O:8])[CH2:6][CH2:5][NH:4][CH2:3][CH2:2]1.CCN(CC)CC.[Br:21][C:22]1[CH:23]=[CH:24][C:25]([S:28](Cl)(=[O:30])=[O:29])=[N:26][CH:27]=1. Product: [Br:21][C:22]1[CH:23]=[CH:24][C:25]([S:28]([N:4]2[CH2:5][CH2:6][N:1]([C:7]([O:9][C:10]([CH3:13])([CH3:12])[CH3:11])=[O:8])[CH2:2][CH2:3]2)(=[O:30])=[O:29])=[N:26][CH:27]=1. The catalyst class is: 2. (2) Reactant: C(O[C:4](=[O:20])[C:5]([C:18]#[N:19])=[CH:6][NH:7][C:8]1[CH:13]=[CH:12][C:11]([O:14][CH3:15])=[C:10]([O:16][CH3:17])[CH:9]=1)C.C1C=CC(C2C=CC=CC=2)=CC=1.C1C=CC(OC2C=CC=CC=2)=CC=1. Product: [CH3:15][O:14][C:11]1[CH:12]=[C:13]2[C:8](=[CH:9][C:10]=1[O:16][CH3:17])[NH:7][CH:6]=[C:5]([C:18]#[N:19])[C:4]2=[O:20]. The catalyst class is: 81. (3) Reactant: I[C:2]1[CH:9]=[CH:8][C:5]([C:6]#[N:7])=[C:4]([C:10]([F:13])([F:12])[F:11])[CH:3]=1.[CH2:14]([CH:16]1[NH:20][C:19](=[O:21])[C:18]([CH3:23])([CH3:22])[C:17]1=[O:24])[CH3:15].C(=O)([O-])[O-].[Cs+].[Cs+].C1(P(C2C=CC=CC=2)C2C3OC4C(=CC=CC=4P(C4C=CC=CC=4)C4C=CC=CC=4)C(C)(C)C=3C=CC=2)C=CC=CC=1. Product: [CH2:14]([CH:16]1[N:20]([C:2]2[CH:9]=[CH:8][C:5]([C:6]#[N:7])=[C:4]([C:10]([F:13])([F:12])[F:11])[CH:3]=2)[C:19](=[O:21])[C:18]([CH3:23])([CH3:22])[C:17]1=[O:24])[CH3:15]. The catalyst class is: 110.